This data is from Catalyst prediction with 721,799 reactions and 888 catalyst types from USPTO. The task is: Predict which catalyst facilitates the given reaction. (1) Reactant: [CH2:1]([N:8]1[CH2:15][CH:14]2[CH2:16][CH:10]([CH2:11][NH:12][CH2:13]2)[CH2:9]1)[C:2]1[CH:7]=[CH:6][CH:5]=[CH:4][CH:3]=1.[N:17]#[C:18]Br. Product: [CH2:1]([N:8]1[CH2:9][CH:10]2[CH2:16][CH:14]([CH2:13][N:12]([C:18]#[N:17])[CH2:11]2)[CH2:15]1)[C:2]1[CH:7]=[CH:6][CH:5]=[CH:4][CH:3]=1. The catalyst class is: 28. (2) Product: [CH3:1][O:2][C:3]1[CH:4]=[C:5]([CH:11]=[CH:12][C:13]2[O:15][N:34]=[C:30]([CH2:31][CH2:32][CH3:33])[N:29]=2)[CH:6]=[CH:7][C:8]=1[O:9][CH3:10]. Reactant: [CH3:1][O:2][C:3]1[CH:4]=[C:5]([CH:11]=[CH:12][C:13]([OH:15])=O)[CH:6]=[CH:7][C:8]=1[O:9][CH3:10].C(N1C=CN=C1)(N1C=CN=C1)=O.O[NH:29][C:30](=[NH:34])[CH2:31][CH2:32][CH3:33].O. The catalyst class is: 3. (3) Product: [Br:3][C:4]1[CH:12]=[CH:11][CH:10]=[C:9]2[C:5]=1[CH2:6][C:7](=[O:15])[NH:8]2. Reactant: II.[Br:3][C:4]1[CH:12]=[CH:11][CH:10]=[C:9]2[C:5]=1[CH:6]=[CH:7][NH:8]2.[OH-].[K+].[O-:15]S([O-])=O.[Na+].[Na+]. The catalyst class is: 39.